This data is from Peptide-MHC class I binding affinity with 185,985 pairs from IEDB/IMGT. The task is: Regression. Given a peptide amino acid sequence and an MHC pseudo amino acid sequence, predict their binding affinity value. This is MHC class I binding data. (1) The peptide sequence is YTDKIAMSY. The MHC is HLA-C08:02 with pseudo-sequence HLA-C08:02. The binding affinity (normalized) is 0.401. (2) The peptide sequence is YLKKWLNSF. The MHC is HLA-A31:01 with pseudo-sequence HLA-A31:01. The binding affinity (normalized) is 0.0847.